Dataset: Forward reaction prediction with 1.9M reactions from USPTO patents (1976-2016). Task: Predict the product of the given reaction. (1) Given the reactants [CH3:1][C:2]1[C:3]([CH3:12])=[CH:4][C:5]2[S:9][C:8]([NH2:10])=[N:7][C:6]=2[CH:11]=1.[C:13]1([CH3:22])[CH:18]=[CH:17][C:16]([C:19](Cl)=[O:20])=[CH:15][CH:14]=1.C[O:24][C:25]1[CH:34]=CC2N=C(N)SC=2C=1.ClC1C=C(C=CC=1)C(Cl)=[O:40], predict the reaction product. The product is: [CH3:1][C:2]1[C:3]([CH3:12])=[CH:4][C:5]2[S:9][C:8](=[N:10][C:19](=[O:20])[C:16]3[CH:17]=[CH:18][C:13]([CH3:22])=[CH:14][CH:15]=3)[N:7]([CH2:34][C:25]([OH:24])=[O:40])[C:6]=2[CH:11]=1. (2) Given the reactants [C:9](O[C:9]([O:11][C:12]([CH3:15])([CH3:14])[CH3:13])=[O:10])([O:11][C:12]([CH3:15])([CH3:14])[CH3:13])=[O:10].[NH2:16][CH2:17][CH2:18][C:19]1[CH:25]=[CH:24][C:22]([NH2:23])=[CH:21][CH:20]=1.[OH-].[Na+], predict the reaction product. The product is: [C:12]([O:11][C:9]([NH:16][CH2:17][CH2:18][C:19]1[CH:25]=[CH:24][C:22]([NH2:23])=[CH:21][CH:20]=1)=[O:10])([CH3:13])([CH3:14])[CH3:15]. (3) Given the reactants C([O:4][CH2:5][CH2:6][CH2:7][CH2:8]Br)(=O)C.[CH2:10]([C:12]1[CH:17]=[C:16]([C:18]2[N:22]=[C:21]([C:23]3[CH:28]=[C:27]([CH3:29])[CH:26]=[C:25]([CH2:30][N:31]([CH2:33][CH3:34])[CH3:32])[CH:24]=3)[O:20][N:19]=2)[CH:15]=[C:14]([CH3:35])[C:13]=1[OH:36])C.C([O-])([O-])=O.[K+].[K+], predict the reaction product. The product is: [CH2:33]([N:31]([CH2:30][C:25]1[CH:24]=[C:23]([C:21]2[O:20][N:19]=[C:18]([C:16]3[CH:15]=[C:14]([CH3:35])[C:13]([O:36][CH2:8][CH2:7][CH2:6][CH2:5][OH:4])=[C:12]([CH3:10])[CH:17]=3)[N:22]=2)[CH:28]=[C:27]([CH3:29])[CH:26]=1)[CH3:32])[CH3:34]. (4) The product is: [C:58]([CH2:57][CH:56]([N:60]1[CH:64]=[C:63]([C:65]2[C:66]3[CH:73]=[CH:72][NH:71][C:67]=3[N:68]=[CH:69][N:70]=2)[CH:62]=[N:61]1)[CH2:55][N:49]1[CH2:50][CH2:51][N:52]([C:7]([C:6]2[C:5]([F:13])=[CH:4][C:3]([C:1]#[N:2])=[CH:11][C:10]=2[F:12])=[O:9])[CH2:53][CH2:54]1)#[N:59]. Given the reactants [C:1]([C:3]1[CH:11]=[C:10]([F:12])[C:6]([C:7]([OH:9])=O)=[C:5]([F:13])[CH:4]=1)#[N:2].F[P-](F)(F)(F)(F)F.N1(O[P+](N(C)C)(N(C)C)N(C)C)C2C=CC=CC=2N=N1.C(N(CC)CC)C.Cl.[N:49]1([CH2:55][CH:56]([N:60]2[CH:64]=[C:63]([C:65]3[C:66]4[CH:73]=[CH:72][N:71](COCC[Si](C)(C)C)[C:67]=4[N:68]=[CH:69][N:70]=3)[CH:62]=[N:61]2)[CH2:57][C:58]#[N:59])[CH2:54][CH2:53][NH:52][CH2:51][CH2:50]1, predict the reaction product. (5) Given the reactants C[O:2][C:3]([C:5]1[C:6]2[CH:7]=[N:8][N:9]([C:14]3[CH:19]=[CH:18][C:17]([F:20])=[CH:16][CH:15]=3)[C:10]=2[CH:11]=[CH:12][CH:13]=1)=[O:4].[OH-].[Na+].Cl, predict the reaction product. The product is: [F:20][C:17]1[CH:16]=[CH:15][C:14]([N:9]2[C:10]3[CH:11]=[CH:12][CH:13]=[C:5]([C:3]([OH:4])=[O:2])[C:6]=3[CH:7]=[N:8]2)=[CH:19][CH:18]=1.